Dataset: Catalyst prediction with 721,799 reactions and 888 catalyst types from USPTO. Task: Predict which catalyst facilitates the given reaction. (1) Reactant: [CH3:1][C:2]1[C:10]([O:11][CH:12]2[CH2:17][CH2:16][CH2:15][NH:14][CH2:13]2)=[CH:9][CH:8]=[C:7]2[C:3]=1[CH:4]=[N:5][NH:6]2.C=O.[C:20]([BH3-])#N.[Na+].[OH-].[Na+]. Product: [CH3:1][C:2]1[C:10]([O:11][CH:12]2[CH2:17][CH2:16][CH2:15][N:14]([CH3:20])[CH2:13]2)=[CH:9][CH:8]=[C:7]2[C:3]=1[CH:4]=[N:5][NH:6]2. The catalyst class is: 130. (2) Reactant: S([O:6][CH3:7])(OC)(=O)=O.C(=O)([O-])[O-].[K+].[K+].[NH2:14][C:15]1[CH:23]=[C:22]([F:24])[CH:21]=[C:20]([F:25])[C:16]=1[C:17](O)=[O:18].O. Product: [NH2:14][C:15]1[CH:23]=[C:22]([F:24])[CH:21]=[C:20]([F:25])[C:16]=1[C:17]([O:6][CH3:7])=[O:18]. The catalyst class is: 3. (3) Reactant: B(Br)(Br)Br.C[O:6][C:7]1[CH:12]=[CH:11][C:10]([C:13]2[CH:18]=[CH:17][CH:16]=[C:15]([C:19]([O:21][CH3:22])=[O:20])[CH:14]=2)=[CH:9][C:8]=1[CH3:23].CO. Product: [OH:6][C:7]1[CH:12]=[CH:11][C:10]([C:13]2[CH:18]=[CH:17][CH:16]=[C:15]([C:19]([O:21][CH3:22])=[O:20])[CH:14]=2)=[CH:9][C:8]=1[CH3:23]. The catalyst class is: 2. (4) Reactant: C[Si](OS(C(F)(F)F)(=O)=O)(C)C.[CH3:13][N:14]([CH3:40])[C:15]1([C:34]2[CH:39]=[CH:38][CH:37]=[CH:36][CH:35]=2)[CH2:20][CH2:19][C:18]([CH2:22][CH2:23][CH2:24][C:25]2[C:33]3[C:28](=[CH:29][CH:30]=[CH:31][CH:32]=3)[NH:27][CH:26]=2)(O)[CH2:17][CH2:16]1. Product: [CH3:13][N:14]([CH3:40])[C:15]1([C:34]2[CH:39]=[CH:38][CH:37]=[CH:36][CH:35]=2)[CH2:20][CH2:19][C:18]2([C:26]3[NH:27][C:28]4[C:33](=[CH:32][CH:31]=[CH:30][CH:29]=4)[C:25]=3[CH2:24][CH2:23][CH2:22]2)[CH2:17][CH2:16]1. The catalyst class is: 4. (5) Reactant: CC1(C)C[CH:10]([NH2:12])[C:9]2[C:4](=[CH:5][CH:6]=[CH:7]C=2)[O:3]1.[N:14]1[CH:19]=[CH:18][CH:17]=[CH:16][C:15]=1[CH2:20][C:21]([OH:23])=O.CCN=C=NCCCN(C)C.[ClH:35].[CH:36]1[CH:37]=[CH:38][C:39]2N(O)N=N[C:40]=2[CH:41]=1.C(N(CC)CC)C. Product: [Cl:35][C:36]1[CH:41]=[C:40]2[C:39](=[CH:38][CH:37]=1)[O:3][C:4]1([CH2:5][CH2:6][CH2:7]1)[CH2:9][CH:10]2[NH:12][C:21](=[O:23])[CH2:20][C:15]1[CH:16]=[CH:17][CH:18]=[CH:19][N:14]=1. The catalyst class is: 4. (6) Reactant: [CH3:1][N:2]1[C:6]([CH:7]2[CH2:12][CH:11]([C:13]3[O:17][NH:16][C:15](=[O:18])[CH:14]=3)[CH2:10][CH2:9][N:8]2[C:19]([O:21][CH2:22][C:23]2[CH:28]=[CH:27][CH:26]=[CH:25][CH:24]=2)=[O:20])=[N:5][N:4]=[N:3]1.CCCCCCC.CCO. Product: [CH3:1][N:2]1[C:6]([C@H:7]2[CH2:12][C@@H:11]([C:13]3[O:17][NH:16][C:15](=[O:18])[CH:14]=3)[CH2:10][CH2:9][N:8]2[C:19]([O:21][CH2:22][C:23]2[CH:24]=[CH:25][CH:26]=[CH:27][CH:28]=2)=[O:20])=[N:5][N:4]=[N:3]1. The catalyst class is: 10. (7) Reactant: [CH2:1]1[C:9]2[C:4](=[CH:5][C:6]([C:10]3([C:13]([NH:15][C:16]4[N:21]=[C:20]([C:22]5[CH:23]=[N:24][C:25]([O:29]C)=[C:26]([CH3:28])[CH:27]=5)[C:19]([CH3:31])=[CH:18][CH:17]=4)=[O:14])[CH2:12][CH2:11]3)=[CH:7][CH:8]=2)[CH2:3][O:2]1.[Si](I)(C)(C)C. Product: [CH2:1]1[C:9]2[C:4](=[CH:5][C:6]([C:10]3([C:13]([NH:15][C:16]4[CH:17]=[CH:18][C:19]([CH3:31])=[C:20]([C:22]5[CH:27]=[C:26]([CH3:28])[C:25](=[O:29])[NH:24][CH:23]=5)[N:21]=4)=[O:14])[CH2:11][CH2:12]3)=[CH:7][CH:8]=2)[CH2:3][O:2]1. The catalyst class is: 291.